From a dataset of Retrosynthesis with 50K atom-mapped reactions and 10 reaction types from USPTO. Predict the reactants needed to synthesize the given product. (1) Given the product Cc1sccc1C(=O)N1CCC[C@H](c2nc(-c3ccc(F)cc3)no2)C1, predict the reactants needed to synthesize it. The reactants are: Cc1sccc1C(=O)O.Fc1ccc(-c2noc([C@H]3CCCNC3)n2)cc1. (2) Given the product O=C(Nc1cccc(C(F)(F)F)c1)N1CCOc2cc(Oc3ccnc4[nH]c(=O)c5ccccc5c34)ccc21, predict the reactants needed to synthesize it. The reactants are: O=C=Nc1cccc(C(F)(F)F)c1.O=c1[nH]c2nccc(Oc3ccc4c(c3)OCCN4)c2c2ccccc12. (3) Given the product Cc1cc(F)ccc1Nc1ccc(C(=O)c2cc(OCC(O)CO)ccc2C)c(N)c1, predict the reactants needed to synthesize it. The reactants are: Cc1cc(F)ccc1Nc1ccc(C(=O)c2cc(OCC(O)CO)ccc2C)c([N+](=O)[O-])c1. (4) The reactants are: COc1cc(F)ccc1C(=O)O.NC1COCCn2c1nc(-c1ccncc1)cc2=O. Given the product COc1cc(F)ccc1C(=O)NC1COCCn2c1nc(-c1ccncc1)cc2=O, predict the reactants needed to synthesize it. (5) Given the product CCCNc1cc(-c2nc3c(NC(=O)c4cccc(C5CCNC5)c4)cccc3[nH]2)ccn1, predict the reactants needed to synthesize it. The reactants are: CCCNc1cc(-c2nc3c(NC(=O)c4cccc(C5CCN(C(=O)OC(C)(C)C)C5)c4)cccc3[nH]2)ccn1.